Dataset: Forward reaction prediction with 1.9M reactions from USPTO patents (1976-2016). Task: Predict the product of the given reaction. (1) Given the reactants [Br:1][C:2]1[C:3]([Cl:11])=[N:4][CH:5]=[C:6]([CH:10]=1)[C:7]([OH:9])=O.[F:12][C:13]([F:23])([F:22])[S:14][C:15]1[N:20]=[CH:19][C:18]([NH2:21])=[CH:17][CH:16]=1, predict the reaction product. The product is: [Br:1][C:2]1[C:3]([Cl:11])=[N:4][CH:5]=[C:6]([CH:10]=1)[C:7]([NH:21][C:18]1[CH:19]=[N:20][C:15]([S:14][C:13]([F:23])([F:22])[F:12])=[CH:16][CH:17]=1)=[O:9]. (2) Given the reactants Cl[CH:2]([C:19]1[CH:24]=[CH:23][C:22]([Cl:25])=[CH:21][CH:20]=1)[C:3]1[C:8]([Cl:9])=[CH:7][C:6]([N:10]2[C:15](=[O:16])[NH:14][C:13](=[O:17])[CH:12]=[N:11]2)=[CH:5][C:4]=1[Cl:18].[N:26]1[CH:31]=[CH:30][CH:29]=[N:28][C:27]=1[NH2:32], predict the reaction product. The product is: [Cl:18][C:4]1[CH:5]=[C:6]([N:10]2[C:15](=[O:16])[NH:14][C:13](=[O:17])[CH:12]=[N:11]2)[CH:7]=[C:8]([Cl:9])[C:3]=1[CH:2]([C:19]1[CH:24]=[CH:23][C:22]([Cl:25])=[CH:21][CH:20]=1)[NH:32][C:27]1[N:28]=[CH:29][CH:30]=[CH:31][N:26]=1.